This data is from Forward reaction prediction with 1.9M reactions from USPTO patents (1976-2016). The task is: Predict the product of the given reaction. (1) Given the reactants [S:1]1[C:5]([NH2:6])=[N:4][CH:3]=[N:2]1.C(N(CC)CC)C.[Cl:14][CH2:15][C:16](Cl)=[O:17], predict the reaction product. The product is: [Cl:14][CH2:15][C:16]([NH:6][C:5]1[S:1][N:2]=[CH:3][N:4]=1)=[O:17]. (2) Given the reactants C[O:2][C:3]([C:5]1[CH:22]=[C:21]2[C:8]([S:9](=[O:24])(=[O:23])[NH:10][C:11]3[C:20]2=[CH:19][CH:18]=[C:17]2[C:12]=3[N:13]=[CH:14][CH:15]=[CH:16]2)=[CH:7][CH:6]=1)=O.[NH3:25], predict the reaction product. The product is: [O:23]=[S:9]1(=[O:24])[C:8]2[C:21](=[CH:22][C:5]([C:3]([NH2:25])=[O:2])=[CH:6][CH:7]=2)[C:20]2[C:11](=[C:12]3[C:17](=[CH:18][CH:19]=2)[CH:16]=[CH:15][CH:14]=[N:13]3)[NH:10]1.